Dataset: Forward reaction prediction with 1.9M reactions from USPTO patents (1976-2016). Task: Predict the product of the given reaction. (1) Given the reactants [CH3:1][C:2]1([CH3:11])[CH2:10][C:9]2[NH:8][N:7]=[CH:6][C:5]=2[CH2:4][CH2:3]1.[OH-].[K+].[I:14]I, predict the reaction product. The product is: [I:14][C:6]1[C:5]2[CH2:4][CH2:3][C:2]([CH3:11])([CH3:1])[CH2:10][C:9]=2[NH:8][N:7]=1. (2) The product is: [F:12][C:9]([F:10])([F:11])[CH2:8][N:7]1[CH2:6][CH2:5][NH:4][CH2:3][C:2]1=[O:1]. Given the reactants [O:1]=[C:2]1[N:7]([CH2:8][C:9]([F:12])([F:11])[F:10])[CH2:6][CH2:5][N:4](C(OC(C)(C)C)=O)[CH2:3]1.C(O)(C(F)(F)F)=O, predict the reaction product. (3) The product is: [O:7]=[C:6]1[N:5]([S:2]([NH:45][C:25]2[CH:24]=[CH:23][C:28]3[C:27](=[CH:32][CH:31]=[CH:30][CH:29]=3)[N:26]=2)(=[O:4])=[O:3])[CH2:10][CH2:9][O:11]1. Given the reactants Cl[S:2]([N:5]=[C:6]=[O:7])(=[O:4])=[O:3].Cl[CH:9]([OH:11])[CH3:10].CCN(CCCC(N[C:23]1[CH:24]=[C:25](/C=C/C2C=CC=CC=2Cl)[N:26]=[C:27]2[CH:32]=[C:31](Cl)[CH:30]=[CH:29][C:28]=12)C)CC.C([N:45](CC)CC)C, predict the reaction product. (4) Given the reactants [CH:1]1([NH2:7])[CH2:6][CH2:5][CH2:4][CH2:3][CH2:2]1.[F:8][C:9]([F:24])([F:23])[C:10]1[CH:11]=[C:12]([N:20]=[C:21]=[O:22])[CH:13]=[C:14]([C:16]([F:19])([F:18])[F:17])[CH:15]=1, predict the reaction product. The product is: [CH:1]1([NH:7][C:21]([NH:20][C:12]2[CH:13]=[C:14]([C:16]([F:18])([F:19])[F:17])[CH:15]=[C:10]([C:9]([F:8])([F:23])[F:24])[CH:11]=2)=[O:22])[CH2:6][CH2:5][CH2:4][CH2:3][CH2:2]1. (5) Given the reactants [F:1][C:2]1[CH:8]=[CH:7][CH:6]=[CH:5][C:3]=1[NH2:4].[CH:9]([C:11]([CH3:13])=O)=[CH2:10], predict the reaction product. The product is: [F:1][C:2]1[CH:8]=[CH:7][CH:6]=[C:5]2[C:3]=1[N:4]=[CH:10][CH:9]=[C:11]2[CH3:13].